Dataset: Full USPTO retrosynthesis dataset with 1.9M reactions from patents (1976-2016). Task: Predict the reactants needed to synthesize the given product. Given the product [CH:29]1([C:2]2[C:7](=[O:8])[N:6]([CH2:9][C:10]3[CH:15]=[CH:14][C:13]([C:16]4[C:17]([C:22]#[N:23])=[CH:18][CH:19]=[CH:20][CH:21]=4)=[CH:12][CH:11]=3)[C:5]([CH2:24][CH2:25][CH3:26])=[N:4][C:3]=2[CH2:27][CH3:28])[CH2:31][CH2:30]1, predict the reactants needed to synthesize it. The reactants are: Br[C:2]1[C:7](=[O:8])[N:6]([CH2:9][C:10]2[CH:15]=[CH:14][C:13]([C:16]3[C:17]([C:22]#[N:23])=[CH:18][CH:19]=[CH:20][CH:21]=3)=[CH:12][CH:11]=2)[C:5]([CH2:24][CH2:25][CH3:26])=[N:4][C:3]=1[CH2:27][CH3:28].[CH:29]1(B(O)O)[CH2:31][CH2:30]1.P([O-])([O-])([O-])=O.[K+].[K+].[K+].C1(P(C2CCCCC2)C2CCCCC2)CCCCC1.